This data is from Catalyst prediction with 721,799 reactions and 888 catalyst types from USPTO. The task is: Predict which catalyst facilitates the given reaction. (1) Reactant: [Cl:1][C:2]1[C:3]([F:29])=[C:4]([NH:8][CH:9]([C:21]2[CH:26]=[CH:25][C:24]([Cl:27])=[CH:23][C:22]=2[CH3:28])[C:10]2[N:11]([CH:18]([CH3:20])[CH3:19])[CH:12]=[CH:13][C:14]=2[C:15]([OH:17])=O)[CH:5]=[CH:6][CH:7]=1.CN(C(ON1N=NC2C=CC=NC1=2)=[N+](C)C)C.F[P-](F)(F)(F)(F)F.CN1CCOCC1. Product: [Cl:1][C:2]1[C:3]([F:29])=[C:4]([N:8]2[C:15](=[O:17])[C:14]3[CH:13]=[CH:12][N:11]([CH:18]([CH3:20])[CH3:19])[C:10]=3[CH:9]2[C:21]2[CH:26]=[CH:25][C:24]([Cl:27])=[CH:23][C:22]=2[CH3:28])[CH:5]=[CH:6][CH:7]=1. The catalyst class is: 31. (2) Reactant: [CH2:1]([O:8][C:9]1[CH:10]=[C:11]2[C:16](=[CH:17][C:18]=1[O:19][CH3:20])[CH2:15][N:14](C(=O)C)[CH:13]([CH3:24])[CH2:12]2)[C:2]1[CH:7]=[CH:6][CH:5]=[CH:4][CH:3]=1.[OH-].[Na+]. Product: [CH2:1]([O:8][C:9]1[CH:10]=[C:11]2[C:16](=[CH:17][C:18]=1[O:19][CH3:20])[CH2:15][NH:14][CH:13]([CH3:24])[CH2:12]2)[C:2]1[CH:7]=[CH:6][CH:5]=[CH:4][CH:3]=1. The catalyst class is: 14. (3) Reactant: Br[C:2]1[CH:10]=[C:9]2[C:5]([CH2:6][C:7]3([CH2:16][CH2:15][C:14]([F:18])([F:17])[CH2:13][CH2:12]3)[C:8]2=[O:11])=[CH:4][CH:3]=1.[C:19]([C:21]1[CH:22]=[C:23](B(O)O)[CH:24]=[CH:25][CH:26]=1)#[N:20].C(=O)([O-])[O-].[Cs+].[Cs+]. Product: [F:17][C:14]1([F:18])[CH2:15][CH2:16][C:7]2([CH2:6][C:5]3[C:9](=[CH:10][C:2]([C:25]4[CH:26]=[C:21]([CH:22]=[CH:23][CH:24]=4)[C:19]#[N:20])=[CH:3][CH:4]=3)[C:8]2=[O:11])[CH2:12][CH2:13]1. The catalyst class is: 551. (4) Reactant: [Cl:1][C:2]1[CH:7]=[CH:6][C:5]([NH:8][C:9](=[O:16])[CH2:10][C:11]([O:13][CH2:14][CH3:15])=[O:12])=[CH:4][CH:3]=1.[C:17]1[CH:22]=[CH:21][CH:20]=[CH:19][C:18]#1.[F-].[Cs+]. Product: [Cl:1][C:2]1[CH:3]=[CH:4][C:5]([NH:8][C:9](=[O:16])[C:10]([C:2]2[CH:7]=[CH:6][CH:5]=[CH:4][CH:3]=2)([C:17]2[CH:22]=[CH:21][CH:20]=[CH:19][CH:18]=2)[C:11]([O:13][CH2:14][CH3:15])=[O:12])=[CH:6][CH:7]=1. The catalyst class is: 23. (5) Reactant: [CH3:1][O:2][C:3]1[CH:8]=[CH:7][CH:6]=[CH:5][C:4]=1[CH:9]1[O:14][CH2:13][CH2:12][CH2:11][O:10]1.[H-].C([Al+]CC(C)C)C(C)C.C(OCC)(=O)C. Product: [CH3:1][O:2][C:3]1[CH:8]=[CH:7][CH:6]=[CH:5][C:4]=1[CH2:9][O:10][CH2:11][CH2:12][CH2:13][OH:14]. The catalyst class is: 11. (6) Reactant: [CH3:1][CH:2]1[CH2:7][NH:6][CH2:5][CH2:4][N:3]1[CH2:8][CH:9]=[N:10][CH2:11][CH:12](C)C.[CH2:15](OCC(COCC1OC1)(COCC1OC1)COCC1OC1)C1OC1. The catalyst class is: 5. Product: [CH3:1][CH:2]1[CH2:7][NH:6][CH2:5][CH2:4][N:3]1[CH2:8][CH:9]=[N:10][CH:11]([CH3:12])[CH3:15].